From a dataset of Full USPTO retrosynthesis dataset with 1.9M reactions from patents (1976-2016). Predict the reactants needed to synthesize the given product. (1) Given the product [CH2:1]([N:8]1[CH2:13][CH2:12][O:11][CH:10]([C:14]2[CH:19]=[CH:18][C:17]([CH2:22][C:21]([C:24]3[CH:29]=[CH:28][CH:27]=[CH:26][CH:25]=3)=[O:23])=[CH:16][CH:15]=2)[CH2:9]1)[C:2]1[CH:7]=[CH:6][CH:5]=[CH:4][CH:3]=1, predict the reactants needed to synthesize it. The reactants are: [CH2:1]([N:8]1[CH2:13][CH2:12][O:11][CH:10]([C:14]2[CH:19]=[CH:18][C:17](Br)=[CH:16][CH:15]=2)[CH2:9]1)[C:2]1[CH:7]=[CH:6][CH:5]=[CH:4][CH:3]=1.[C:21]([C:24]1[CH:29]=[CH:28][CH:27]=[CH:26][CH:25]=1)(=[O:23])[CH3:22].CC([O-])(C)C.[Na+].C1(P(C2C=CC=CC=2)C2C=CC3C(=CC=CC=3)C=2C2C3C(=CC=CC=3)C=CC=2P(C2C=CC=CC=2)C2C=CC=CC=2)C=CC=CC=1.C([O-])(O)=O.[Na+]. (2) Given the product [Br:19][C:6]1[C:5]2[C:4](=[CH:3][C:2]([Br:1])=[CH:9][CH:8]=2)[CH:10]=[C:11]([NH2:12])[N:7]=1, predict the reactants needed to synthesize it. The reactants are: [Br:1][C:2]1[CH:9]=[CH:8][C:5]([C:6]#[N:7])=[C:4]([CH2:10][C:11]#[N:12])[CH:3]=1.ClC(Cl)C(O)=O.[BrH:19]. (3) Given the product [ClH:28].[CH:30]([N:33]1[CH2:39][CH2:38][CH2:37][N:36]([C:13]([C:12]2[CH:11]=[CH:10][C:9]([C:6]3[CH:5]=[CH:4][C:3]([C:1]#[N:2])=[N:8][CH:7]=3)=[CH:17][CH:16]=2)=[O:15])[CH2:35][CH2:34]1)([CH3:32])[CH3:31], predict the reactants needed to synthesize it. The reactants are: [C:1]([C:3]1[N:8]=[CH:7][C:6]([C:9]2[CH:17]=[CH:16][C:12]([C:13]([OH:15])=O)=[CH:11][CH:10]=2)=[CH:5][CH:4]=1)#[N:2].C1C=NC2N(O)N=NC=2C=1.[ClH:28].Cl.[CH:30]([N:33]1[CH2:39][CH2:38][CH2:37][NH:36][CH2:35][CH2:34]1)([CH3:32])[CH3:31].C(N(CC)C(C)C)(C)C.Cl. (4) Given the product [F:3][C:4]1[CH:5]=[C:6]([N+:11]([O-:13])=[O:12])[C:7]([O:10][CH3:2])=[N:8][CH:9]=1, predict the reactants needed to synthesize it. The reactants are: I[CH3:2].[F:3][C:4]1[CH:5]=[C:6]([N+:11]([O-:13])=[O:12])[C:7]([OH:10])=[N:8][CH:9]=1. (5) Given the product [NH2:15][C:8]1[N:7]=[C:6]([C:2]2[O:1][CH:5]=[CH:4][CH:3]=2)[C:11](/[CH:18]=[CH:17]/[C:16]#[N:19])=[C:10]([S:13][CH3:14])[N:9]=1, predict the reactants needed to synthesize it. The reactants are: [O:1]1[CH:5]=[CH:4][CH:3]=[C:2]1[C:6]1[C:11](I)=[C:10]([S:13][CH3:14])[N:9]=[C:8]([NH2:15])[N:7]=1.[C:16](#[N:19])[CH:17]=[CH2:18].C(=O)([O-])[O-].[Cs+].[Cs+].